Dataset: Full USPTO retrosynthesis dataset with 1.9M reactions from patents (1976-2016). Task: Predict the reactants needed to synthesize the given product. (1) The reactants are: Br[CH2:2][CH2:3][CH2:4][C:5]1[CH:10]=[CH:9][C:8]([O:11][CH2:12][C:13]2[CH:18]=[CH:17][C:16]([C:19]3[CH:24]=[CH:23][CH:22]=[CH:21][CH:20]=3)=[CH:15][CH:14]=2)=[CH:7][CH:6]=1.[CH:25]([C:27]1[CH:28]=[C:29]([CH:35]=[CH:36][C:37]=1[OH:38])[C:30]([O:32][CH2:33][CH3:34])=[O:31])=[O:26]. Given the product [C:16]1([C:19]2[CH:24]=[CH:23][CH:22]=[CH:21][CH:20]=2)[CH:17]=[CH:18][C:13]([CH2:12][O:11][C:8]2[CH:9]=[CH:10][C:5]([CH2:4][CH2:3][CH2:2][O:38][C:37]3[CH:36]=[CH:35][C:29]([C:30]([O:32][CH2:33][CH3:34])=[O:31])=[CH:28][C:27]=3[CH:25]=[O:26])=[CH:6][CH:7]=2)=[CH:14][CH:15]=1, predict the reactants needed to synthesize it. (2) Given the product [Br:1][C:2]1[CH:21]=[C:20]([CH:19]=[C:4]([CH:5]=[CH:6][CH:7]2[CH2:11][CH2:10][CH2:9][NH:8]2)[CH:3]=1)[CH2:22][O:23][C:24]1[CH:29]=[CH:28][CH:27]=[CH:26][C:25]=1[CH2:30][C:31]([O:33][C:34]([CH3:37])([CH3:36])[CH3:35])=[O:32], predict the reactants needed to synthesize it. The reactants are: [Br:1][C:2]1[CH:3]=[C:4]([CH:19]=[C:20]([CH2:22][O:23][C:24]2[CH:29]=[CH:28][CH:27]=[CH:26][C:25]=2[CH2:30][C:31]([O:33][C:34]([CH3:37])([CH3:36])[CH3:35])=[O:32])[CH:21]=1)[CH:5]=[CH:6][CH:7]1[CH2:11][CH2:10][CH2:9][N:8]1C(OC(C)(C)C)=O.S(=O)(=O)(O)O. (3) Given the product [C:20]([Si:17]([CH3:19])([CH3:18])[O:16][CH:11]1[C:12]2[C:8](=[C:7]([C:27]([CH:29]3[CH2:32][CH2:31][CH2:30]3)=[O:28])[CH:15]=[CH:14][CH:13]=2)[CH2:9][CH2:10]1)([CH3:23])([CH3:22])[CH3:21], predict the reactants needed to synthesize it. The reactants are: C([Li])CCC.Br[C:7]1[CH:15]=[CH:14][CH:13]=[C:12]2[C:8]=1[CH2:9][CH2:10][CH:11]2[O:16][Si:17]([C:20]([CH3:23])([CH3:22])[CH3:21])([CH3:19])[CH3:18].CON(C)[C:27]([CH:29]1[CH2:32][CH2:31][CH2:30]1)=[O:28].[NH4+].[Cl-]. (4) Given the product [F:8][C:9]1[CH:10]=[CH:11][C:12]([NH:26][C:27](=[O:47])[C:28]2[CH:33]=[CH:32][C:31]([N:34]3[CH2:38][CH2:37][CH2:36][CH2:35]3)=[CH:30][C:29]=2[O:39][CH:40]2[CH2:41][CH2:42][N:43]([CH3:46])[CH2:44][CH2:45]2)=[C:13]([CH:25]=1)[C:14]([NH:16][C:17]1[CH:22]=[CH:21][CH:20]=[CH:19][C:18]=1[O:23][CH3:24])=[O:15], predict the reactants needed to synthesize it. The reactants are: FC(F)(F)C(O)=O.[F:8][C:9]1[CH:10]=[CH:11][C:12]([NH:26][C:27](=[O:47])[C:28]2[CH:33]=[CH:32][C:31]([N:34]3[CH2:38][CH2:37][CH2:36][CH2:35]3)=[CH:30][C:29]=2[O:39][CH:40]2[CH2:45][CH2:44][N:43]([CH3:46])[CH2:42][CH2:41]2)=[C:13]([CH:25]=1)[C:14]([NH:16][C:17]1[CH:22]=[CH:21][CH:20]=[CH:19][C:18]=1[O:23][CH3:24])=[O:15].FC1C=CC2N=C(C3C=CC(N4CCCC4)=CC=3OC3CCN(C)CC3)OC(=O)C=2C=1.COC1C=CC=CC=1N. (5) Given the product [F:18][C:12]1[CH:13]=[C:14]([F:17])[CH:15]=[CH:16][C:11]=1[C:9]1[O:22][C:21]([CH3:23])=[C:20]([C:19]([O:25][CH3:26])=[O:24])[CH:8]=1, predict the reactants needed to synthesize it. The reactants are: ClC1C=CC=CC=1[CH2:8][C:9]([C:11]1[CH:16]=[CH:15][C:14]([F:17])=[CH:13][C:12]=1[F:18])=O.[C:19]([O:25][CH3:26])(=[O:24])[CH2:20][C:21]([CH3:23])=[O:22]. (6) Given the product [CH3:1][O:2][C:3]([CH:5]1[CH2:10][CH2:9][CH:8]([NH:11][C:30]([NH2:29])=[S:31])[CH2:7][CH2:6]1)=[O:4], predict the reactants needed to synthesize it. The reactants are: [CH3:1][O:2][C:3]([CH:5]1[CH2:10][CH2:9][CH:8]([NH2:11])[CH2:7][CH2:6]1)=[O:4].C([N:29]=[C:30]=[S:31])(OCC1C2C(=CC=CC=2)C2C1=CC=CC=2)=O. (7) Given the product [Cl:1][C:2]1[C:7]([N+:8]([O-:10])=[O:9])=[C:6]([NH:11][C:13](=[O:14])[O:15][C:16]([CH3:19])([CH3:18])[CH3:17])[CH:5]=[C:4]([Cl:12])[N:3]=1, predict the reactants needed to synthesize it. The reactants are: [Cl:1][C:2]1[C:7]([N+:8]([O-:10])=[O:9])=[C:6]([NH2:11])[CH:5]=[C:4]([Cl:12])[N:3]=1.[C:13](O[C:13]([O:15][C:16]([CH3:19])([CH3:18])[CH3:17])=[O:14])([O:15][C:16]([CH3:19])([CH3:18])[CH3:17])=[O:14].[Li+].C[Si]([N-][Si](C)(C)C)(C)C. (8) Given the product [CH3:38][N:39]([CH2:50][C:51]1[N:55]([CH2:56][C:57]([NH:2][CH2:3][C:12]2[CH:7]=[CH:8][CH:9]=[CH:10][N:11]=2)=[O:58])[C:54]2[CH:60]=[CH:61][CH:62]=[CH:63][C:53]=2[N:52]=1)[CH:40]1[C:49]2[N:48]=[CH:47][CH:46]=[CH:45][C:44]=2[CH2:43][CH2:42][CH2:41]1, predict the reactants needed to synthesize it. The reactants are: C[N:2](CC1N(CC(NCCCNC(=O)OC(C)(C)C)=O)C2C=CC=CC=2N=1)[CH:3]1[C:12]2[N:11]=[CH:10][CH:9]=[CH:8][C:7]=2CCC1.[CH3:38][N:39]([CH2:50][C:51]1[N:55]([CH2:56][C:57](O)=[O:58])[C:54]2[CH:60]=[CH:61][CH:62]=[CH:63][C:53]=2[N:52]=1)[CH:40]1[C:49]2[N:48]=[CH:47][CH:46]=[CH:45][C:44]=2[CH2:43][CH2:42][CH2:41]1.NCC1C=CC=CN=1. (9) The reactants are: [C:1]([C:3]1[C:4]([S:9]CCC(OC)=O)=[N:5][CH:6]=[CH:7][N:8]=1)#[N:2].[OH-].[Na+].[H][H]. Given the product [SH:9][C:4]1[C:3]([C:1]#[N:2])=[N:8][CH:7]=[CH:6][N:5]=1, predict the reactants needed to synthesize it.